Predict the reactants needed to synthesize the given product. From a dataset of Full USPTO retrosynthesis dataset with 1.9M reactions from patents (1976-2016). (1) Given the product [C:25]([OH:32])(=[O:31])/[CH:26]=[CH:27]/[C:28]([OH:30])=[O:29].[N:1]12[CH2:8][CH2:7][CH:4]([CH2:5][CH2:6]1)[CH:3]([O:9][C:10]1[N:15]=[N:14][C:13]([C:16]3[CH:17]=[C:18]4[C:22](=[CH:23][CH:24]=3)[NH:21][CH:20]=[CH:19]4)=[CH:12][CH:11]=1)[CH2:2]2.[N:1]12[CH2:8][CH2:7][CH:4]([CH2:5][CH2:6]1)[CH:3]([O:9][C:10]1[N:15]=[N:14][C:13]([C:16]3[CH:17]=[C:18]4[C:22](=[CH:23][CH:24]=3)[NH:21][CH:20]=[CH:19]4)=[CH:12][CH:11]=1)[CH2:2]2, predict the reactants needed to synthesize it. The reactants are: [N:1]12[CH2:8][CH2:7][CH:4]([CH2:5][CH2:6]1)[CH:3]([O:9][C:10]1[N:15]=[N:14][C:13]([C:16]3[CH:17]=[C:18]4[C:22](=[CH:23][CH:24]=3)[NH:21][CH:20]=[CH:19]4)=[CH:12][CH:11]=1)[CH2:2]2.[C:25]([OH:32])(=[O:31])/[CH:26]=[CH:27]/[C:28]([OH:30])=[O:29]. (2) Given the product [CH3:20][C:2]1([CH3:1])[C:7]2[CH:8]=[C:9](/[C:12](/[CH2:17][CH3:18])=[CH:13]/[C:14]#[N:16])[CH:10]=[CH:11][C:6]=2[NH:5][C:4](=[O:19])[O:3]1, predict the reactants needed to synthesize it. The reactants are: [CH3:1][C:2]1([CH3:20])[C:7]2[CH:8]=[C:9](/[C:12](/[CH2:17][CH3:18])=[CH:13]/[C:14]([NH2:16])=O)[CH:10]=[CH:11][C:6]=2[NH:5][C:4](=[O:19])[O:3]1.S(Cl)(Cl)=O.